The task is: Predict which catalyst facilitates the given reaction.. This data is from Catalyst prediction with 721,799 reactions and 888 catalyst types from USPTO. Reactant: Cl.[CH3:2][C:3]1[CH:11]=[CH:10][C:6]([C:7]([NH2:9])=[NH:8])=[CH:5][CH:4]=1.C(N(CC)CC)C.[Cl:19][C:20]([SH:23])(Cl)Cl. The catalyst class is: 22. Product: [C:3]1([CH3:2])[CH:11]=[CH:10][C:6]([C:7]2[N:9]=[C:20]([Cl:19])[S:23][N:8]=2)=[CH:5][CH:4]=1.